Dataset: Peptide-MHC class I binding affinity with 185,985 pairs from IEDB/IMGT. Task: Regression. Given a peptide amino acid sequence and an MHC pseudo amino acid sequence, predict their binding affinity value. This is MHC class I binding data. The peptide sequence is RMGVKSQLL. The MHC is HLA-A03:01 with pseudo-sequence HLA-A03:01. The binding affinity (normalized) is 0.0942.